Predict the reaction yield, written as a fraction of the theoretical maximum amount of product (1.0 means a 100% yield; for example, 0.34 means a 34% yield). From a dataset of Reaction yield outcomes from USPTO patents with 853,638 reactions. (1) The reactants are CS(O[CH:6]([CH:18]1[CH2:20][CH2:19]1)[CH2:7][CH2:8][C:9]1[CH:14]=[CH:13][CH:12]=[CH:11][C:10]=1[N+:15]([O-:17])=[O:16])(=O)=O.C([O-])(C)(C)C.[K+]. The catalyst is CS(C)=O. The product is [N+:15]([C:10]1[CH:11]=[CH:12][CH:13]=[CH:14][C:9]=1[CH:8]1[CH2:7][CH:6]1[CH:18]1[CH2:20][CH2:19]1)([O-:17])=[O:16]. The yield is 0.650. (2) The reactants are [CH3:1][S:2]([C:5]1[CH:10]=[CH:9][C:8]([C:11]2[CH2:20][CH2:19][C:18]3[C:13](=[CH:14][CH:15]=[C:16]([O:21]C)[CH:17]=3)[C:12]=2[O:23][C:24]2[CH:38]=[CH:37][C:27]([O:28][CH2:29][CH2:30][N:31]3[CH2:36][CH2:35][CH2:34][CH2:33][CH2:32]3)=[CH:26][CH:25]=2)=[CH:7][CH:6]=1)(=[O:4])=[O:3].C([S-])C.[Na+]. The catalyst is CN(C)C=O. The product is [CH3:1][S:2]([C:5]1[CH:6]=[CH:7][C:8]([C:11]2[CH2:20][CH2:19][C:18]3[CH:17]=[C:16]([OH:21])[CH:15]=[CH:14][C:13]=3[C:12]=2[O:23][C:24]2[CH:38]=[CH:37][C:27]([O:28][CH2:29][CH2:30][N:31]3[CH2:36][CH2:35][CH2:34][CH2:33][CH2:32]3)=[CH:26][CH:25]=2)=[CH:9][CH:10]=1)(=[O:4])=[O:3]. The yield is 0.140.